Dataset: Forward reaction prediction with 1.9M reactions from USPTO patents (1976-2016). Task: Predict the product of the given reaction. (1) Given the reactants Cl[C:2]1[CH:25]=[CH:24][C:5]2[C:6]3[C:10]([CH3:11])=[N:9][O:8][C:7]=3[C:12]3([N:15]=[C:16]([C:17]4[CH:22]=[CH:21][C:20]([F:23])=[CH:19][CH:18]=4)[C:4]=2[CH:3]=1)[CH2:14][CH2:13]3.F[B-](F)(F)F.C([PH+](C(C)(C)C)C(C)(C)C)(C)(C)C.P([O-])([O-])([O-])=O.[K+].[K+].[K+].CC1(C)C(C)(C)OB([C:60]2[CH:61]=[CH:62][C:63]([NH2:66])=[N:64][CH:65]=2)O1, predict the reaction product. The product is: [F:23][C:20]1[CH:19]=[CH:18][C:17]([C:16]2[C:4]3[CH:3]=[C:2]([C:60]4[CH:61]=[CH:62][C:63]([NH2:66])=[N:64][CH:65]=4)[CH:25]=[CH:24][C:5]=3[C:6]3[C:10]([CH3:11])=[N:9][O:8][C:7]=3[C:12]3([CH2:13][CH2:14]3)[N:15]=2)=[CH:22][CH:21]=1. (2) Given the reactants [CH2:1]([O:5][C:6]1[N:14]=[C:13]2[C:9]([NH:10][CH:11]=[N:12]2)=[C:8]([NH2:15])[N:7]=1)[CH2:2][CH2:3][CH3:4].C(=O)([O-])[O-].[K+].[K+].[CH2:22]([O:29][C:30]1[CH:37]=[CH:36][C:33]([CH2:34]Cl)=[CH:32][CH:31]=1)[C:23]1[CH:28]=[CH:27][CH:26]=[CH:25][CH:24]=1, predict the reaction product. The product is: [CH2:22]([O:29][C:30]1[CH:31]=[CH:32][C:33]([CH2:34][N:12]2[CH:11]=[N:10][C:9]3[C:13]2=[N:14][C:6]([O:5][CH2:1][CH2:2][CH2:3][CH3:4])=[N:7][C:8]=3[NH2:15])=[CH:36][CH:37]=1)[C:23]1[CH:24]=[CH:25][CH:26]=[CH:27][CH:28]=1. (3) Given the reactants [C:1]([NH:4][C:5]1[N:6]=[C:7](C2N=CNN=2)[C:8]2[N:14]=[C:13]([C:15]3[CH:20]=[CH:19][C:18]([F:21])=[CH:17][CH:16]=3)[CH:12]=[CH:11][C:9]=2[N:10]=1)(=[O:3])[CH3:2].[CH:27]([NH2:30])([CH3:29])[CH3:28], predict the reaction product. The product is: [C:1]([NH:4][C:5]1[N:6]=[C:7]([NH:30][CH:27]([CH3:29])[CH3:28])[C:8]2[N:14]=[C:13]([C:15]3[CH:20]=[CH:19][C:18]([F:21])=[CH:17][CH:16]=3)[CH:12]=[CH:11][C:9]=2[N:10]=1)(=[O:3])[CH3:2]. (4) Given the reactants [CH2:1]([O:3][C:4]([C:6]1([NH:11][C:12]([CH:14]2[CH2:18][CH:17]([O:19][C:20]3[C:29]4[C:24](=[C:25]([CH3:32])[C:26]([O:30][CH3:31])=[CH:27][CH:28]=4)[N:23]=[C:22]([C:33]4[CH:38]=[CH:37][CH:36]=[C:35]([CH3:39])[N:34]=4)[CH:21]=3)[CH2:16][CH:15]2[C:40](=[O:49])[N:41]([CH2:43][CH2:44][CH2:45][CH2:46]C=C)[CH3:42])=[O:13])[CH2:8][CH:7]1[CH:9]=[CH2:10])=[O:5])[CH3:2], predict the reaction product. The product is: [CH2:1]([O:3][C:4]([C:6]12[CH2:8][CH:7]1[CH:9]=[CH:10][CH2:46][CH2:45][CH2:44][CH2:43][N:41]([CH3:42])[C:40](=[O:49])[CH:15]1[CH:14]([CH2:18][CH:17]([O:19][C:20]3[C:29]4[C:24](=[C:25]([CH3:32])[C:26]([O:30][CH3:31])=[CH:27][CH:28]=4)[N:23]=[C:22]([C:33]4[CH:38]=[CH:37][CH:36]=[C:35]([CH3:39])[N:34]=4)[CH:21]=3)[CH2:16]1)[C:12](=[O:13])[NH:11]2)=[O:5])[CH3:2]. (5) Given the reactants Cl[C:2]1[CH:7]=[C:6]([C:8]2[N:12]3[CH:13]=[C:14]([F:17])[CH:15]=[CH:16][C:11]3=[N:10][C:9]=2[C:18]([F:21])([F:20])[F:19])[N:5]=[C:4]([NH:22][C:23]2[CH:28]=[CH:27][C:26]([C:29]([F:32])([F:31])[F:30])=[CH:25][CH:24]=2)[N:3]=1.[NH4+:33].[OH-], predict the reaction product. The product is: [F:17][C:14]1[CH:15]=[CH:16][C:11]2[N:12]([C:8]([C:6]3[N:5]=[C:4]([NH:22][C:23]4[CH:28]=[CH:27][C:26]([C:29]([F:32])([F:31])[F:30])=[CH:25][CH:24]=4)[N:3]=[C:2]([NH2:33])[CH:7]=3)=[C:9]([C:18]([F:21])([F:20])[F:19])[N:10]=2)[CH:13]=1. (6) Given the reactants FC1(F)C2C(=CC=CC=2C(=O)C(F)(F)F)NC1=O.[F:19][C:20]1([F:37])[C:28]2[C:23](=[CH:24][CH:25]=[C:26]([F:35])[C:27]=2[C:29](=[O:34])[C:30]([F:33])([F:32])[F:31])[NH:22][C:21]1=[O:36], predict the reaction product. The product is: [F:37][C:20]1([F:19])[C:28]2[C:23](=[CH:24][CH:25]=[C:26]([F:35])[C:27]=2[CH:29]([OH:34])[C:30]([F:33])([F:32])[F:31])[NH:22][C:21]1=[O:36]. (7) Given the reactants [O:1]=[C:2]([OH:14])[C@H:3]([C@H:5]([C@@H:7]([C@@H:9]([C:11]([OH:13])=[O:12])[OH:10])[OH:8])[OH:6])[OH:4].[Na:15][Na].[OH-].[Na+], predict the reaction product. The product is: [Na+:15].[Na+:15].[O:1]=[C:2]([O-:14])[C@H:3]([C@H:5]([C@@H:7]([C@@H:9]([C:11]([O-:13])=[O:12])[OH:10])[OH:8])[OH:6])[OH:4].